Dataset: Forward reaction prediction with 1.9M reactions from USPTO patents (1976-2016). Task: Predict the product of the given reaction. (1) Given the reactants [CH2:1](C([SnH3])=C(CCCC)CCCC)[CH2:2]CC.Br[C:17]1[CH:22]=[C:21]([O:23][CH:24]([F:26])[F:25])[CH:20]=[C:19]([F:27])[CH:18]=1.[Cl-].[Li+].[OH-].[Na+], predict the reaction product. The product is: [F:27][C:19]1[CH:18]=[C:17]([CH:1]=[CH2:2])[CH:22]=[C:21]([O:23][CH:24]([F:26])[F:25])[CH:20]=1. (2) The product is: [Br:1][C:2]1[CH:10]=[CH:9][C:5]([C:6]([N:21]2[CH2:26][CH2:25][O:24][CH2:23][CH2:22]2)=[O:8])=[CH:4][C:3]=1[OH:11]. Given the reactants [Br:1][C:2]1[CH:10]=[CH:9][C:5]([C:6]([OH:8])=O)=[CH:4][C:3]=1[OH:11].CCN(C(C)C)C(C)C.[NH:21]1[CH2:26][CH2:25][O:24][CH2:23][CH2:22]1.CN(C(ON1N=NC2C=CC=NC1=2)=[N+](C)C)C.F[P-](F)(F)(F)(F)F, predict the reaction product. (3) Given the reactants C(OC(=O)[NH:7][C@:8]1([C:13]([NH:15][S:16]([C:19]2[CH:24]=[CH:23][CH:22]=[CH:21][C:20]=2[NH:25][CH3:26])(=[O:18])=[O:17])=[O:14])[CH2:10][C@H:9]1[CH:11]=[CH2:12])(C)(C)C.[ClH:28], predict the reaction product. The product is: [ClH:28].[NH2:7][C@:8]1([C:13]([NH:15][S:16]([C:19]2[CH:24]=[CH:23][CH:22]=[CH:21][C:20]=2[NH:25][CH3:26])(=[O:18])=[O:17])=[O:14])[CH2:10][C@H:9]1[CH:11]=[CH2:12].